From a dataset of NCI-60 drug combinations with 297,098 pairs across 59 cell lines. Regression. Given two drug SMILES strings and cell line genomic features, predict the synergy score measuring deviation from expected non-interaction effect. (1) Drug 1: C1=CC(=CC=C1CCC2=CNC3=C2C(=O)NC(=N3)N)C(=O)NC(CCC(=O)O)C(=O)O. Drug 2: C1CN(P(=O)(OC1)NCCCl)CCCl. Cell line: HCT116. Synergy scores: CSS=48.4, Synergy_ZIP=2.85, Synergy_Bliss=2.15, Synergy_Loewe=-26.7, Synergy_HSA=2.20. (2) Drug 1: CN(C)C1=NC(=NC(=N1)N(C)C)N(C)C. Drug 2: B(C(CC(C)C)NC(=O)C(CC1=CC=CC=C1)NC(=O)C2=NC=CN=C2)(O)O. Cell line: SR. Synergy scores: CSS=5.21, Synergy_ZIP=-7.02, Synergy_Bliss=-11.7, Synergy_Loewe=-30.9, Synergy_HSA=-7.64. (3) Drug 1: CC1C(C(CC(O1)OC2CC(OC(C2O)C)OC3=CC4=CC5=C(C(=O)C(C(C5)C(C(=O)C(C(C)O)O)OC)OC6CC(C(C(O6)C)O)OC7CC(C(C(O7)C)O)OC8CC(C(C(O8)C)O)(C)O)C(=C4C(=C3C)O)O)O)O. Drug 2: CC1=C(N=C(N=C1N)C(CC(=O)N)NCC(C(=O)N)N)C(=O)NC(C(C2=CN=CN2)OC3C(C(C(C(O3)CO)O)O)OC4C(C(C(C(O4)CO)O)OC(=O)N)O)C(=O)NC(C)C(C(C)C(=O)NC(C(C)O)C(=O)NCCC5=NC(=CS5)C6=NC(=CS6)C(=O)NCCC[S+](C)C)O. Cell line: HL-60(TB). Synergy scores: CSS=21.7, Synergy_ZIP=7.22, Synergy_Bliss=14.3, Synergy_Loewe=-11.8, Synergy_HSA=2.26. (4) Drug 1: CC1=C2C(C(=O)C3(C(CC4C(C3C(C(C2(C)C)(CC1OC(=O)C(C(C5=CC=CC=C5)NC(=O)OC(C)(C)C)O)O)OC(=O)C6=CC=CC=C6)(CO4)OC(=O)C)O)C)O. Drug 2: CN(CC1=CN=C2C(=N1)C(=NC(=N2)N)N)C3=CC=C(C=C3)C(=O)NC(CCC(=O)O)C(=O)O. Cell line: HS 578T. Synergy scores: CSS=29.1, Synergy_ZIP=0.112, Synergy_Bliss=1.25, Synergy_Loewe=-16.0, Synergy_HSA=2.55. (5) Drug 1: C1CC(=O)NC(=O)C1N2CC3=C(C2=O)C=CC=C3N. Drug 2: C1=NC2=C(N=C(N=C2N1C3C(C(C(O3)CO)O)F)Cl)N. Cell line: COLO 205. Synergy scores: CSS=17.2, Synergy_ZIP=-7.41, Synergy_Bliss=-14.1, Synergy_Loewe=-38.8, Synergy_HSA=-14.0. (6) Drug 1: C1C(C(OC1N2C=C(C(=O)NC2=O)F)CO)O. Drug 2: C(=O)(N)NO. Cell line: NCI-H322M. Synergy scores: CSS=4.79, Synergy_ZIP=-0.269, Synergy_Bliss=-1.86, Synergy_Loewe=-14.4, Synergy_HSA=-4.76. (7) Drug 1: CC1CCCC2(C(O2)CC(NC(=O)CC(C(C(=O)C(C1O)C)(C)C)O)C(=CC3=CSC(=N3)C)C)C. Drug 2: CC1C(C(CC(O1)OC2CC(CC3=C2C(=C4C(=C3O)C(=O)C5=C(C4=O)C(=CC=C5)OC)O)(C(=O)CO)O)N)O.Cl. Cell line: MCF7. Synergy scores: CSS=42.0, Synergy_ZIP=0.0412, Synergy_Bliss=-0.0237, Synergy_Loewe=2.03, Synergy_HSA=2.07. (8) Drug 1: C1=NC2=C(N=C(N=C2N1C3C(C(C(O3)CO)O)O)F)N. Drug 2: C1CC(=O)NC(=O)C1N2C(=O)C3=CC=CC=C3C2=O. Cell line: SNB-75. Synergy scores: CSS=-0.398, Synergy_ZIP=1.30, Synergy_Bliss=1.78, Synergy_Loewe=-0.861, Synergy_HSA=-0.410.